From a dataset of Forward reaction prediction with 1.9M reactions from USPTO patents (1976-2016). Predict the product of the given reaction. (1) Given the reactants [Cl:1]N1C(=O)CCC1=O.[C:9]1(C)C=[CH:13][CH:12]=[CH:11][CH:10]=1.[OH2:16].C[N:18]([CH3:21])C=O, predict the reaction product. The product is: [CH2:10]([CH:11]([CH2:12][CH3:13])[C:21]([Cl:1])=[N:18][OH:16])[CH3:9]. (2) Given the reactants [NH2:1][C:2]1[CH:6]=[C:5]([C:7]([N:9]([O:11][CH3:12])[CH3:10])=[O:8])[NH:4][N:3]=1.[CH3:13][C:14](=O)[CH2:15][CH2:16][C:17](=O)[CH3:18], predict the reaction product. The product is: [CH3:18][C:17]1[N:1]([C:2]2[CH:6]=[C:5]([C:7]([N:9]([O:11][CH3:12])[CH3:10])=[O:8])[NH:4][N:3]=2)[C:14]([CH3:13])=[CH:15][CH:16]=1.